This data is from TCR-epitope binding with 47,182 pairs between 192 epitopes and 23,139 TCRs. The task is: Binary Classification. Given a T-cell receptor sequence (or CDR3 region) and an epitope sequence, predict whether binding occurs between them. (1) The epitope is KTWGQYWQV. The TCR CDR3 sequence is CASSSAGTSYEQYF. Result: 0 (the TCR does not bind to the epitope). (2) The epitope is SEETGTLIV. The TCR CDR3 sequence is CASSQVSGGPFEQFF. Result: 1 (the TCR binds to the epitope). (3) The epitope is PKYVKQNTLKLAT. The TCR CDR3 sequence is CASSYGGSTDTQYF. Result: 1 (the TCR binds to the epitope). (4) The epitope is MPASWVMRI. The TCR CDR3 sequence is CAISESMGISDNEQFF. Result: 1 (the TCR binds to the epitope). (5) The epitope is ATVVIGTSK. The TCR CDR3 sequence is CSAQNTGYNEQFF. Result: 0 (the TCR does not bind to the epitope). (6) The epitope is VLAWLYAAV. The TCR CDR3 sequence is CASSLGDAGAYSPLHF. Result: 1 (the TCR binds to the epitope). (7) The epitope is NLSALGIFST. The TCR CDR3 sequence is CASAPFGTGDITDTQYF. Result: 0 (the TCR does not bind to the epitope). (8) The epitope is VLWAHGFEL. The TCR CDR3 sequence is CAIRGGSLTDTQYF. Result: 1 (the TCR binds to the epitope). (9) The epitope is LQPFPQPELPYPQPQ. The TCR CDR3 sequence is CASSLSGADNSPLHF. Result: 1 (the TCR binds to the epitope).